Predict the reaction yield, written as a fraction of the theoretical maximum amount of product (1.0 means a 100% yield; for example, 0.34 means a 34% yield). From a dataset of Reaction yield outcomes from USPTO patents with 853,638 reactions. (1) The reactants are [CH2:1]([C@H:3]1[C@@H:7]([CH2:8][OH:9])[CH2:6][C:5](=[O:10])[CH2:4]1)[CH3:2].N1C=CN=C1.[C:16]([Si:20](Cl)([CH3:22])[CH3:21])([CH3:19])([CH3:18])[CH3:17].CCCCCCC. The catalyst is CN(C=O)C. The product is [Si:20]([O:9][CH2:8][C@@H:7]1[C@H:3]([CH2:1][CH3:2])[CH2:4][C:5](=[O:10])[CH2:6]1)([C:16]([CH3:19])([CH3:18])[CH3:17])([CH3:22])[CH3:21]. The yield is 0.750. (2) The reactants are [CH3:1][O:2][C:3]1[CH:8]=[CH:7][CH:6]=[CH:5][C:4]=1[S:9]([N:12]([CH3:25])[C:13]1[CH:14]=[CH:15][CH:16]=[C:17]2[C:21]=1[NH:20][C:19]([C:22]([NH2:24])=O)=[CH:18]2)(=[O:11])=[O:10].COC1C=CC(P2(SP(C3C=CC(OC)=CC=3)(=S)S2)=[S:35])=CC=1. The catalyst is O1CCCC1. The product is [CH3:1][O:2][C:3]1[CH:8]=[CH:7][CH:6]=[CH:5][C:4]=1[S:9]([N:12]([CH3:25])[C:13]1[CH:14]=[CH:15][CH:16]=[C:17]2[C:21]=1[NH:20][C:19]([C:22](=[S:35])[NH2:24])=[CH:18]2)(=[O:11])=[O:10]. The yield is 0.780. (3) The reactants are S(=O)(=O)(O)O.[Cl:6][C:7]1[CH:8]=[CH:9][C:10]([CH:16]=[CH:17][O:18]C)=[C:11]([CH:15]=1)[C:12]([OH:14])=O. No catalyst specified. The product is [Cl:6][C:7]1[CH:15]=[C:11]2[C:10]([CH:16]=[CH:17][O:18][C:12]2=[O:14])=[CH:9][CH:8]=1. The yield is 0.810.